Dataset: Full USPTO retrosynthesis dataset with 1.9M reactions from patents (1976-2016). Task: Predict the reactants needed to synthesize the given product. (1) Given the product [NH2:9][CH:6]1[CH2:7][CH2:8][CH:4]([CH2:3][CH2:2][OH:1])[CH2:5]1, predict the reactants needed to synthesize it. The reactants are: [OH:1][CH2:2][CH2:3][CH:4]1[CH2:8][CH2:7][CH:6]([NH:9]C(=O)OC(C)(C)C)[CH2:5]1.Cl. (2) Given the product [F:19][C:17]1[C:18]2[N:9]([CH2:8][C:5]3[C:4]([F:32])=[CH:3][C:2]([C:37]4[CH:36]=[N:35][N:34]([CH3:33])[CH:38]=4)=[CH:7][N:6]=3)[CH:10]=[C:11]3[C:23](=[O:24])[N:22]([C:25]4[CH:30]=[CH:29][CH:28]=[CH:27][C:26]=4[F:31])[N:21]=[C:12]3[C:13]=2[C:14]([F:20])=[CH:15][CH:16]=1, predict the reactants needed to synthesize it. The reactants are: Br[C:2]1[CH:3]=[C:4]([F:32])[C:5]([CH2:8][N:9]2[C:18]3[C:17]([F:19])=[CH:16][CH:15]=[C:14]([F:20])[C:13]=3[C:12]3=[N:21][N:22]([C:25]4[CH:30]=[CH:29][CH:28]=[CH:27][C:26]=4[F:31])[C:23](=[O:24])[C:11]3=[CH:10]2)=[N:6][CH:7]=1.[CH3:33][N:34]1[CH:38]=[C:37](B2OC(C)(C)C(C)(C)O2)[CH:36]=[N:35]1.C(=O)([O-])[O-].[K+].[K+].C1(P(C2CCCCC2)C2C=CC=CC=2C2C(C(C)C)=CC(C(C)C)=CC=2C(C)C)CCCCC1. (3) Given the product [CH:8]([C:11]1[S:12][CH:13]=[C:14]([C:16]([N:18]2[CH2:23][C:22]3([CH2:24][CH2:25][N:26]([CH2:29][CH2:30][C:31]4[CH:32]=[CH:33][C:34]([CH2:35][CH2:36][O:37][CH2:38][CH2:39][C:40]([OH:42])=[O:41])=[CH:47][CH:48]=4)[CH2:27][CH2:28]3)[O:21][CH2:20][CH2:19]2)=[O:17])[N:15]=1)([CH3:10])[CH3:9], predict the reactants needed to synthesize it. The reactants are: FC(F)(F)C(O)=O.[CH:8]([C:11]1[S:12][CH:13]=[C:14]([C:16]([N:18]2[CH2:23][C:22]3([CH2:28][CH2:27][N:26]([CH2:29][CH2:30][C:31]4[CH:48]=[CH:47][C:34]([CH2:35][CH2:36][O:37][CH2:38][CH2:39][C:40]([O:42]C(C)(C)C)=[O:41])=[CH:33][CH:32]=4)[CH2:25][CH2:24]3)[O:21][CH2:20][CH2:19]2)=[O:17])[N:15]=1)([CH3:10])[CH3:9].C1(C)C=CC=CC=1.